The task is: Predict the reaction yield, written as a fraction of the theoretical maximum amount of product (1.0 means a 100% yield; for example, 0.34 means a 34% yield).. This data is from Reaction yield outcomes from USPTO patents with 853,638 reactions. (1) The reactants are [CH3:1][O:2][C:3]1[CH:11]=[CH:10][CH:9]=[CH:8][C:4]=1[C:5]([OH:7])=O.[F:12][C:13]1[CH:18]=[CH:17][C:16]([NH:19][C:20]([C:22]2[C:26]([NH2:27])=[CH:25][NH:24][N:23]=2)=[O:21])=[CH:15][CH:14]=1.C(Cl)CCl.C1C=CC2N(O)N=NC=2C=1. The catalyst is CN(C=O)C. The product is [F:12][C:13]1[CH:14]=[CH:15][C:16]([NH:19][C:20]([C:22]2[C:26]([NH:27][C:5](=[O:7])[C:4]3[CH:8]=[CH:9][CH:10]=[CH:11][C:3]=3[O:2][CH3:1])=[CH:25][NH:24][N:23]=2)=[O:21])=[CH:17][CH:18]=1. The yield is 0.150. (2) The reactants are [CH3:1][N:2]1[CH2:7][CH2:6][CH:5]([C:8]2[CH:13]=[CH:12][C:11]([C:14]3[N:19]=[C:18]([C:20]4[CH:21]=[N:22][NH:23][CH:24]=4)[N:17]4[CH:25]=[CH:26][N:27]=[C:16]4[CH:15]=3)=[CH:10][CH:9]=2)[CH2:4][CH2:3]1.[CH:28]1([CH:33]=[CH:34][C:35]#[N:36])[CH2:32][CH2:31][CH2:30][CH2:29]1.N1CCCN2CCCCCC=12. The catalyst is CN(C=O)C. The product is [CH:28]1([CH:33]([N:23]2[CH:24]=[C:20]([C:18]3[N:17]4[CH:25]=[CH:26][N:27]=[C:16]4[CH:15]=[C:14]([C:11]4[CH:12]=[CH:13][C:8]([CH:5]5[CH2:4][CH2:3][N:2]([CH3:1])[CH2:7][CH2:6]5)=[CH:9][CH:10]=4)[N:19]=3)[CH:21]=[N:22]2)[CH2:34][C:35]#[N:36])[CH2:32][CH2:31][CH2:30][CH2:29]1. The yield is 0.552.